From a dataset of Forward reaction prediction with 1.9M reactions from USPTO patents (1976-2016). Predict the product of the given reaction. (1) Given the reactants Cl[CH2:2][C:3]1[CH:8]=[N:7][CH:6]=[CH:5][N:4]=1.ClCC1C(C(F)(F)F)=NC=CC=1.[NH:21]1[C:29]2[C:24](=[CH:25][CH:26]=[CH:27][CH:28]=2)[C@@:23]2([C:41]3[C:32](=[CH:33][C:34]4[O:39][CH2:38][CH2:37][O:36][C:35]=4[CH:40]=3)[O:31][CH2:30]2)[C:22]1=O.N1C2C(=CC=CC=2)C2(C3C(=CC4OCCOC=4C=3)[O:53]C2)C1=O, predict the reaction product. The product is: [N:4]1[CH:5]=[CH:6][N:7]=[CH:8][C:3]=1[CH2:2][N:21]1[C:29]2[C:24](=[CH:25][CH:26]=[CH:27][CH:28]=2)[C@:23]2([C:41]3[C:32](=[CH:33][C:34]4[O:39][CH2:38][C:37](=[O:53])[O:36][C:35]=4[CH:40]=3)[O:31][CH2:30]2)[CH2:22]1. (2) Given the reactants [C:1]1(=[O:14])[C:13]2[C:12]3[CH:11]=[CH:10][CH:9]=[CH:8][C:7]=3[NH:6][C:5]=2[CH:4]=[CH:3][NH:2]1.I[C:16]1[CH:17]=[N:18][CH:19]=[CH:20][C:21]=1[CH3:22].OC1C=CC=C2C=1N=CC=C2.C([O-])([O-])=O.[K+].[K+], predict the reaction product. The product is: [CH3:22][C:21]1[CH:20]=[CH:19][N:18]=[CH:17][C:16]=1[N:2]1[CH:3]=[CH:4][C:5]2[NH:6][C:7]3[CH:8]=[CH:9][CH:10]=[CH:11][C:12]=3[C:13]=2[C:1]1=[O:14].